This data is from Reaction yield outcomes from USPTO patents with 853,638 reactions. The task is: Predict the reaction yield, written as a fraction of the theoretical maximum amount of product (1.0 means a 100% yield; for example, 0.34 means a 34% yield). (1) The yield is 0.190. The reactants are [C:1]([C:5]1[C:13]2[C:8](=[CH:9][CH:10]=[C:11]([N+:14]([O-])=O)[CH:12]=2)[NH:7][CH:6]=1)([CH3:4])([CH3:3])[CH3:2]. The product is [C:1]([C:5]1[C:13]2[C:8](=[CH:9][CH:10]=[C:11]([NH2:14])[CH:12]=2)[NH:7][CH:6]=1)([CH3:4])([CH3:2])[CH3:3]. The catalyst is CO.[Ni]. (2) The reactants are [CH2:1]([O:4][CH2:5][C:6]1[CH:11]=[CH:10][C:9]([C:12]2[CH:17]=[CH:16][C:15]([CH2:18][N:19]3[CH2:23][C:22]4([CH2:28][CH2:27][CH2:26][CH2:25][CH2:24]4)[O:21][C:20]3=[O:29])=[CH:14][CH:13]=2)=[CH:8][CH:7]=1)[CH:2]=C.NC(N)=S.C(Cl)Cl.C[OH:38]. The catalyst is C(=O)=O.CC(C)=O. The product is [O:29]=[C:20]1[N:19]([CH2:18][C:15]2[CH:14]=[CH:13][C:12]([C:9]3[CH:8]=[CH:7][C:6]([CH2:5][O:4][CH2:1][CH:2]=[O:38])=[CH:11][CH:10]=3)=[CH:17][CH:16]=2)[CH2:23][C:22]2([CH2:28][CH2:27][CH2:26][CH2:25][CH2:24]2)[O:21]1. The yield is 0.410. (3) The reactants are [F-].C([N+](CCCC)(CCCC)CCCC)CCC.C([Si](C)(C)[O:24][CH2:25][CH2:26][O:27][C:28]1[C:29]([CH3:61])=[C:30](/[CH:34]=[CH:35]/[S:36]([N:39]2[CH2:60][CH2:59][C:42]3([N:46]=[C:45]([C:47]4[CH:52]=[CH:51][CH:50]=[C:49]([O:53][C:54]([F:57])([F:56])[F:55])[CH:48]=4)[NH:44][C:43]3=[O:58])[CH2:41][CH2:40]2)(=[O:38])=[O:37])[CH:31]=[CH:32][CH:33]=1)(C)(C)C. The catalyst is C1COCC1. The product is [OH:24][CH2:25][CH2:26][O:27][C:28]1[C:29]([CH3:61])=[C:30](/[CH:34]=[CH:35]/[S:36]([N:39]2[CH2:40][CH2:41][C:42]3([N:46]=[C:45]([C:47]4[CH:52]=[CH:51][CH:50]=[C:49]([O:53][C:54]([F:56])([F:57])[F:55])[CH:48]=4)[NH:44][C:43]3=[O:58])[CH2:59][CH2:60]2)(=[O:37])=[O:38])[CH:31]=[CH:32][CH:33]=1. The yield is 0.480. (4) The reactants are Cl.[NH:2]1[CH2:5][CH:4]([C:6]2[C:11]([C:12]3[CH:17]=[CH:16][CH:15]=[C:14]([O:18][CH3:19])[CH:13]=3)=[N:10][CH:9]=[CH:8][N:7]=2)[CH2:3]1.Cl[C:21]1[CH:30]=[CH:29][C:28]2[C:23](=[CH:24][CH:25]=[CH:26][CH:27]=2)[N:22]=1.[C:31]([O-])([O-])=O.[Cs+].[Cs+]. The catalyst is CN(C=O)C.O. The product is [CH3:19][O:18][C:14]1[CH:13]=[C:12]([C:11]2[C:6]([CH:4]3[CH2:5][N:2]([C:21]4[CH:30]=[CH:29][C:28]5[C:23](=[C:24]([CH3:31])[CH:25]=[CH:26][CH:27]=5)[N:22]=4)[CH2:3]3)=[N:7][CH:8]=[CH:9][N:10]=2)[CH:17]=[CH:16][CH:15]=1. The yield is 0.634. (5) The reactants are [CH3:1][O:2][C:3]([C:5]1[CH:6]=[C:7]([F:24])[CH:8]=[C:9]2[C:14]=1[NH:13][CH:12]([C:15]1[CH:20]=[CH:19][CH:18]=[C:17](Br)[CH:16]=1)[C:11]([CH3:23])([CH3:22])[CH2:10]2)=[O:4].C(=O)([O-])[O-].[Cs+].[Cs+].Cl.[C:32]1([CH3:44])[CH:37]=[CH:36][CH:35]=[CH:34][C:33]=1[N:38]1[CH2:43][CH2:42][NH:41][CH2:40][CH2:39]1. The catalyst is C1(C)C=CC=CC=1.C([O-])(=O)C.[Pd+2].C([O-])(=O)C.CC1(C)C2C(=C(P(C3C=CC=CC=3)C3C=CC=CC=3)C=CC=2)OC2C(P(C3C=CC=CC=3)C3C=CC=CC=3)=CC=CC1=2. The product is [CH3:1][O:2][C:3]([C:5]1[CH:6]=[C:7]([F:24])[CH:8]=[C:9]2[C:14]=1[NH:13][CH:12]([C:15]1[CH:20]=[CH:19][CH:18]=[C:17]([N:41]3[CH2:42][CH2:43][N:38]([C:33]4[CH:34]=[CH:35][CH:36]=[CH:37][C:32]=4[CH3:44])[CH2:39][CH2:40]3)[CH:16]=1)[C:11]([CH3:23])([CH3:22])[CH2:10]2)=[O:4]. The yield is 0.630.